Dataset: Reaction yield outcomes from USPTO patents with 853,638 reactions. Task: Predict the reaction yield, written as a fraction of the theoretical maximum amount of product (1.0 means a 100% yield; for example, 0.34 means a 34% yield). (1) The reactants are [OH:1][C:2]1[CH:10]=[CH:9][CH:8]=[C:7]2[C:3]=1[CH:4]=[C:5]([CH3:11])[NH:6]2.[H-].[Na+].[CH2:14](Br)[C:15]1[CH:20]=[CH:19][CH:18]=[CH:17][CH:16]=1. The catalyst is CN(C=O)C.C(OCC)(=O)C. The product is [CH2:14]([N:6]1[C:7]2[C:3](=[C:2]([O:1][CH2:4][C:3]3[CH:7]=[CH:8][CH:9]=[CH:10][CH:2]=3)[CH:10]=[CH:9][CH:8]=2)[CH:4]=[C:5]1[CH3:11])[C:15]1[CH:20]=[CH:19][CH:18]=[CH:17][CH:16]=1. The yield is 0.720. (2) The reactants are Cl.[CH3:2][S:3]([C:6]1[CH:11]=[CH:10][C:9]([N:12]2[C:17](=[O:18])[CH:16]=[C:15]([O:19][CH:20]3[CH2:25][CH2:24][NH:23][CH2:22][CH2:21]3)[C:14]([C:26]#[N:27])=[N:13]2)=[CH:8][CH:7]=1)(=[O:5])=[O:4].CCN(C(C)C)C(C)C.[Cl:37][C:38]1[CH:39]=[N:40][C:41](I)=[N:42][CH:43]=1.CCOC(C)=O. The catalyst is CN1C(=O)CCC1. The product is [Cl:37][C:38]1[CH:39]=[N:40][C:41]([N:23]2[CH2:24][CH2:25][CH:20]([O:19][C:15]3[C:14]([C:26]#[N:27])=[N:13][N:12]([C:9]4[CH:8]=[CH:7][C:6]([S:3]([CH3:2])(=[O:5])=[O:4])=[CH:11][CH:10]=4)[C:17](=[O:18])[CH:16]=3)[CH2:21][CH2:22]2)=[N:42][CH:43]=1. The yield is 0.750.